Dataset: Forward reaction prediction with 1.9M reactions from USPTO patents (1976-2016). Task: Predict the product of the given reaction. (1) Given the reactants [OH:1][CH:2]1[CH2:7][CH2:6][N:5]([C:8]([N:10]2[CH2:15][CH:14]([C:16]3[CH:21]=[CH:20][C:19]([O:22][C:23]([F:26])([F:25])[F:24])=[CH:18][CH:17]=3)[CH2:13][CH:12]([C:27](O)=O)[CH2:11]2)=[O:9])[CH2:4][CH2:3]1.[F:30][C:31]1[CH:36]=[CH:35][CH:34]=[CH:33][C:32]=1[C:37](=[N:39][OH:40])[NH2:38], predict the reaction product. The product is: [F:30][C:31]1[CH:36]=[CH:35][CH:34]=[CH:33][C:32]=1[C:37]1[N:38]=[C:27]([CH:12]2[CH2:13][CH:14]([C:16]3[CH:21]=[CH:20][C:19]([O:22][C:23]([F:24])([F:26])[F:25])=[CH:18][CH:17]=3)[CH2:15][N:10]([C:8]([N:5]3[CH2:6][CH2:7][CH:2]([OH:1])[CH2:3][CH2:4]3)=[O:9])[CH2:11]2)[O:40][N:39]=1. (2) The product is: [CH2:1]([O:3][C:4]([C:5]1[CH:6]=[C:7]([CH:9]2[CH2:13][CH2:12][CH2:11][CH2:10]2)[O:8][N:17]=1)=[O:15])[CH3:2]. Given the reactants [CH2:1]([O:3][C:4](=[O:15])[C:5](O)=[CH:6][C:7]([CH:9]1[CH2:13][CH2:12][CH2:11][CH2:10]1)=[O:8])[CH3:2].Cl.[NH2:17]O, predict the reaction product.